Dataset: Catalyst prediction with 721,799 reactions and 888 catalyst types from USPTO. Task: Predict which catalyst facilitates the given reaction. Reactant: [CH2:1]([C:4]1[CH:9]=[CH:8][C:7]([C:10]([SH:12])=S)=[CH:6][CH:5]=1)[CH2:2][CH3:3].[H-].[Na+].[CH3:15][O:16][C:17]1[CH:22]=[CH:21][C:20]([OH:23])=[C:19]([C:24]([F:27])([F:26])[F:25])[C:18]=1[C:28]([F:31])([F:30])[F:29].II. Product: [CH2:1]([C:4]1[CH:5]=[CH:6][C:7]([C:10]([O:23][C:20]2[CH:21]=[CH:22][C:17]([O:16][CH3:15])=[C:18]([C:28]([F:29])([F:30])[F:31])[C:19]=2[C:24]([F:25])([F:26])[F:27])=[S:12])=[CH:8][CH:9]=1)[CH2:2][CH3:3]. The catalyst class is: 1.